From a dataset of Reaction yield outcomes from USPTO patents with 853,638 reactions. Predict the reaction yield, written as a fraction of the theoretical maximum amount of product (1.0 means a 100% yield; for example, 0.34 means a 34% yield). (1) The reactants are [OH:1][C:2]1[C:9]([C:10]([F:13])([F:12])[F:11])=[CH:8][C:5]([CH:6]=O)=[CH:4][C:3]=1[N+:14]([O-:16])=[O:15].[C:17]1([C:23](=O)[CH2:24][C:25]2[CH:30]=[CH:29][CH:28]=[CH:27][CH:26]=2)[CH:22]=[CH:21][CH:20]=[CH:19][CH:18]=1.[NH2:32][C:33]([NH2:35])=[O:34].Cl. The catalyst is C(O)C. The product is [OH:1][C:2]1[C:9]([C:10]([F:13])([F:12])[F:11])=[CH:8][C:5]([CH:6]2[C:24]([C:25]3[CH:30]=[CH:29][CH:28]=[CH:27][CH:26]=3)=[C:23]([C:17]3[CH:22]=[CH:21][CH:20]=[CH:19][CH:18]=3)[NH:35][C:33](=[O:34])[NH:32]2)=[CH:4][C:3]=1[N+:14]([O-:16])=[O:15]. The yield is 0.300. (2) The reactants are [OH:1][C:2]1[CH:7]=[CH:6][C:5]([N:8]2[C:13](=[O:14])[C:12]([CH2:15][C:16]3[CH:21]=[CH:20][C:19]([C:22]4[C:23]([C:28]#[N:29])=[CH:24][CH:25]=[CH:26][CH:27]=4)=[CH:18][CH:17]=3)=[C:11]([CH2:30][CH2:31][CH3:32])[N:10]3[N:33]=[CH:34][CH:35]=[C:9]23)=[CH:4][CH:3]=1.[CH3:36][C@@H:37]1[O:39][C@H:38]1[CH3:40].C(=O)([O-])[O-].[Cs+].[Cs+].C(OCC)(=O)C. The catalyst is CN(C)C=O. The product is [OH:39][C@@H:38]([CH3:40])[C@H:37]([O:1][C:2]1[CH:3]=[CH:4][C:5]([N:8]2[C:13](=[O:14])[C:12]([CH2:15][C:16]3[CH:21]=[CH:20][C:19]([C:22]4[C:23]([C:28]#[N:29])=[CH:24][CH:25]=[CH:26][CH:27]=4)=[CH:18][CH:17]=3)=[C:11]([CH2:30][CH2:31][CH3:32])[N:10]3[N:33]=[CH:34][CH:35]=[C:9]23)=[CH:6][CH:7]=1)[CH3:36]. The yield is 0.540. (3) The reactants are [Cl:1][C:2]1[CH:3]=[C:4]([S:8]([C:11]2[N:12]=[N:13][C:14]([O:17]C)=[CH:15][CH:16]=2)(=[O:10])=[O:9])[CH:5]=[CH:6][CH:7]=1.Cl. The catalyst is O1CCOCC1. The product is [Cl:1][C:2]1[CH:3]=[C:4]([S:8]([C:11]2[CH:16]=[CH:15][C:14](=[O:17])[NH:13][N:12]=2)(=[O:10])=[O:9])[CH:5]=[CH:6][CH:7]=1. The yield is 0.380. (4) The reactants are CN(C(ON1N=NC2C=CC=CC1=2)=[N+](C)C)C.[B-](F)(F)(F)F.C(N(C(C)C)CC)(C)C.[CH2:32]([O:34][C:35]([C:37]1[CH:41]=[N:40][N:39]([CH2:42][CH3:43])[C:38]=1[C:44]([OH:46])=O)=[O:36])[CH3:33].[C:47]1([C:53]2[N:54]=[C:55]3[N:60]=[C:59]([NH2:61])[CH:58]=[CH:57][N:56]3[CH:62]=2)[CH:52]=[CH:51][CH:50]=[CH:49][CH:48]=1. The catalyst is CN(C=O)C.O. The product is [CH2:32]([O:34][C:35]([C:37]1[CH:41]=[N:40][N:39]([CH2:42][CH3:43])[C:38]=1[C:44](=[O:46])[NH:61][C:59]1[CH:58]=[CH:57][N:56]2[CH:62]=[C:53]([C:47]3[CH:52]=[CH:51][CH:50]=[CH:49][CH:48]=3)[N:54]=[C:55]2[N:60]=1)=[O:36])[CH3:33]. The yield is 0.130. (5) The reactants are [C:1]([C:4]1[CH:39]=[CH:38][C:7]([CH2:8][N:9]2[CH2:37][CH2:36][C:12]3[NH:13][C:14]4[CH:15]=[CH:16][C:17]([C:20]([NH:22][CH:23]5[CH2:28][CH2:27][N:26]([C:29](OC(C)(C)C)=O)[CH2:25][CH2:24]5)=[O:21])=[CH:18][C:19]=4[C:11]=3[CH2:10]2)=[CH:6][CH:5]=1)(=[O:3])[NH2:2]. The catalyst is Cl.O1CCOCC1. The product is [C:1]([C:4]1[CH:5]=[CH:6][C:7]([CH2:8][N:9]2[CH2:37][CH2:36][C:12]3[NH:13][C:14]4[CH:15]=[CH:16][C:17]([C:20]([NH:22][CH:23]5[CH2:24][CH2:25][N:26]([CH2:29][C:7]6[CH:38]=[CH:39][C:4]([C:1]#[N:2])=[CH:5][CH:6]=6)[CH2:27][CH2:28]5)=[O:21])=[CH:18][C:19]=4[C:11]=3[CH2:10]2)=[CH:38][CH:39]=1)(=[O:3])[NH2:2]. The yield is 0.990. (6) The reactants are [S:1]1[CH2:5][CH2:4][CH2:3][CH2:2]1.[Br:6][CH2:7][C:8](=[O:13])[C:9]([CH3:12])([CH3:11])[CH3:10]. The catalyst is CC(C)=O. The product is [Br-:6].[O:13]=[C:8]([C:9]([CH3:12])([CH3:11])[CH3:10])[CH2:7][S+:1]1[CH2:5][CH2:4][CH2:3][CH2:2]1. The yield is 0.750. (7) The reactants are [C:1]([N:8]1[CH2:13][CH2:12][NH:11][CH2:10][CH2:9]1)([O:3][C:4]([CH3:7])([CH3:6])[CH3:5])=[O:2].[CH:14]([N:17]1[C:21]([N:22]2[N:31]=[C:30]3[C:24]([CH2:25][CH2:26][O:27][C:28]4[CH:35]=[CH:34][C:33]([C:36](O)=[O:37])=[CH:32][C:29]=43)=[CH:23]2)=[N:20][CH:19]=[N:18]1)([CH3:16])[CH3:15].CCN=C=NCCCN(C)C.C1C=CC2N(O)N=NC=2C=1.C(N(CC)CC)C. The catalyst is CN(C=O)C.C(OCC)(=O)C. The product is [C:4]([O:3][C:1]([N:8]1[CH2:9][CH2:10][N:11]([C:36]([C:33]2[CH:34]=[CH:35][C:28]3[O:27][CH2:26][CH2:25][C:24]4[C:30](=[N:31][N:22]([C:21]5[N:17]([CH:14]([CH3:15])[CH3:16])[N:18]=[CH:19][N:20]=5)[CH:23]=4)[C:29]=3[CH:32]=2)=[O:37])[CH2:12][CH2:13]1)=[O:2])([CH3:7])([CH3:6])[CH3:5]. The yield is 0.960. (8) The reactants are [Cl-].O[NH3+:3].[C:4](=[O:7])([O-])[OH:5].[Na+].CS(C)=O.[OH:13][C:14]([CH3:52])([CH3:51])[CH2:15][O:16][CH:17]1[CH2:22][CH2:21][CH:20]([N:23]2[C:28](=[O:29])[C:27]([CH2:30][C:31]3[CH:36]=[CH:35][C:34]([C:37]4[C:38]([C:43]#[N:44])=[CH:39][CH:40]=[CH:41][CH:42]=4)=[CH:33][CH:32]=3)=[C:26]([CH2:45][CH2:46][CH3:47])[N:25]3[N:48]=[CH:49][N:50]=[C:24]23)[CH2:19][CH2:18]1. The catalyst is C(OCC)(=O)C. The product is [OH:13][C:14]([CH3:51])([CH3:52])[CH2:15][O:16][C@@H:17]1[CH2:22][CH2:21][C@H:20]([N:23]2[C:28](=[O:29])[C:27]([CH2:30][C:31]3[CH:36]=[CH:35][C:34]([C:37]4[CH:42]=[CH:41][CH:40]=[CH:39][C:38]=4[C:43]4[NH:3][C:4](=[O:7])[O:5][N:44]=4)=[CH:33][CH:32]=3)=[C:26]([CH2:45][CH2:46][CH3:47])[N:25]3[N:48]=[CH:49][N:50]=[C:24]23)[CH2:19][CH2:18]1. The yield is 0.460. (9) The reactants are [CH3:1][NH:2][C:3]([N:5]1[C:9]([CH3:10])=[CH:8][C:7]([O:11][C:12]2[CH:17]=[CH:16][C:15]([C:18]([F:21])([F:20])[F:19])=[CH:14][C:13]=2[N+:22]([O-])=O)=[N:6]1)=[O:4].[H][H]. The catalyst is C(O)C.[C].[Pd]. The product is [CH3:1][NH:2][C:3]([N:5]1[C:9]([CH3:10])=[CH:8][C:7]([O:11][C:12]2[CH:17]=[CH:16][C:15]([C:18]([F:20])([F:19])[F:21])=[CH:14][C:13]=2[NH2:22])=[N:6]1)=[O:4]. The yield is 0.822.